From a dataset of Reaction yield outcomes from USPTO patents with 853,638 reactions. Predict the reaction yield, written as a fraction of the theoretical maximum amount of product (1.0 means a 100% yield; for example, 0.34 means a 34% yield). (1) The reactants are [C:1]([O:5][C:6]([N:8]1[CH2:13][CH2:12][C@@H:11]([N:14]=[N+]=[N-])[C@H:10]([OH:17])[CH2:9]1)=[O:7])([CH3:4])([CH3:3])[CH3:2]. The catalyst is CO.[Pd]. The product is [C:1]([O:5][C:6]([N:8]1[CH2:13][CH2:12][C@@H:11]([NH2:14])[C@H:10]([OH:17])[CH2:9]1)=[O:7])([CH3:4])([CH3:2])[CH3:3]. The yield is 0.990. (2) The reactants are [Si]([O:8][CH2:9][CH2:10][C@H:11]1[CH2:22][CH2:21][C:20]2[S:19][C:18]3[N:17]=[CH:16][N:15]=[C:14]([O:23][CH:24]4[CH2:29][CH2:28][C:27]([NH:32][C:33](=[O:39])[O:34][C:35]([CH3:38])([CH3:37])[CH3:36])([CH2:30][CH3:31])[CH2:26][CH2:25]4)[C:13]=3[C:12]1=2)(C(C)(C)C)(C)C. The catalyst is C1COCC1. The product is [CH2:30]([C:27]1([NH:32][C:33](=[O:39])[O:34][C:35]([CH3:38])([CH3:37])[CH3:36])[CH2:28][CH2:29][CH:24]([O:23][C:14]2[C:13]3[C:12]4[C@@H:11]([CH2:10][CH2:9][OH:8])[CH2:22][CH2:21][C:20]=4[S:19][C:18]=3[N:17]=[CH:16][N:15]=2)[CH2:25][CH2:26]1)[CH3:31]. The yield is 0.940.